This data is from Catalyst prediction with 721,799 reactions and 888 catalyst types from USPTO. The task is: Predict which catalyst facilitates the given reaction. (1) Reactant: [CH:1]1([N:7]2[C:12](=[O:13])[C:11]([C:14]([NH:16][CH2:17][C:18]([O:20]CC)=[O:19])=[O:15])=[C:10]([OH:23])[C:9]([C:24]([O:26]C)=O)=[C:8]2[OH:28])[CH2:6][CH2:5][CH2:4][CH2:3][CH2:2]1.[CH:29]1([NH2:33])[CH2:32][CH2:31][CH2:30]1. Product: [CH:29]1([NH:33][C:24]([C:9]2[C:10]([OH:23])=[C:11]([C:14]([NH:16][CH2:17][C:18]([OH:20])=[O:19])=[O:15])[C:12](=[O:13])[N:7]([CH:1]3[CH2:6][CH2:5][CH2:4][CH2:3][CH2:2]3)[C:8]=2[OH:28])=[O:26])[CH2:32][CH2:31][CH2:30]1. The catalyst class is: 22. (2) Reactant: [CH2:1]([N:3]1[CH:7]=[C:6]([C:8]2[CH:13]=[CH:12][N:11]=[C:10]3[N:14]([S:30]([C:33]4[CH:38]=[CH:37][CH:36]=[CH:35][CH:34]=4)(=[O:32])=[O:31])[C:15]([C:17]4[CH2:18][CH2:19][N:20]([C:23](OC(C)(C)C)=[O:24])[CH2:21][CH:22]=4)=[CH:16][C:9]=23)[C:5]([C:39]2[CH:44]=[CH:43][C:42]([N+:45]([O-:47])=[O:46])=[CH:41][CH:40]=2)=[N:4]1)[CH3:2].Cl.[N:49]1(C(Cl)=O)[CH2:54][CH2:53][O:52][CH2:51][CH2:50]1. Product: [CH2:1]([N:3]1[CH:7]=[C:6]([C:8]2[CH:13]=[CH:12][N:11]=[C:10]3[N:14]([S:30]([C:33]4[CH:38]=[CH:37][CH:36]=[CH:35][CH:34]=4)(=[O:32])=[O:31])[C:15]([C:17]4[CH2:18][CH2:19][N:20]([C:23]([N:49]5[CH2:54][CH2:53][O:52][CH2:51][CH2:50]5)=[O:24])[CH2:21][CH:22]=4)=[CH:16][C:9]=23)[C:5]([C:39]2[CH:40]=[CH:41][C:42]([N+:45]([O-:47])=[O:46])=[CH:43][CH:44]=2)=[N:4]1)[CH3:2]. The catalyst class is: 12. (3) Reactant: [C:1]([NH:5][C:6]([C:8]1[C:9]2[CH2:10][C@H:11]3[CH2:23][C@H:12]3[C:13]=2[N:14]([C:16]2[CH:21]=[C:20](Br)[CH:19]=[CH:18][N:17]=2)[N:15]=1)=[O:7])([CH3:4])([CH3:3])[CH3:2].[CH:24]1(B(O)O)[CH2:26][CH2:25]1.P([O-])([O-])([O-])=O.[K+].[K+].[K+].C1(P(C2CCCCC2)C2CCCCC2)CCCCC1. The catalyst class is: 498. Product: [C:1]([NH:5][C:6]([C:8]1[C:9]2[CH2:10][C@H:11]3[CH2:23][C@H:12]3[C:13]=2[N:14]([C:16]2[CH:21]=[C:20]([CH:24]3[CH2:26][CH2:25]3)[CH:19]=[CH:18][N:17]=2)[N:15]=1)=[O:7])([CH3:4])([CH3:3])[CH3:2]. (4) Reactant: C([O:9][CH2:10][CH:11]1[O:18][CH2:17][C:14]2([CH2:16][CH2:15]2)[CH2:13][O:12]1)(=O)C1C=CC=CC=1.[OH-].[Na+].[Cl-].[NH4+]. Product: [CH2:15]1[C:14]2([CH2:17][O:18][CH:11]([CH2:10][OH:9])[O:12][CH2:13]2)[CH2:16]1. The catalyst class is: 5. (5) Reactant: [CH:1]1([C@H:7]([NH:16][CH2:17][C:18]2[CH:23]=[CH:22][C:21](/[CH:24]=[CH:25]/[C:26]([NH:28][O:29][CH:30]([O:32][CH2:33][CH:34]([CH3:36])[CH3:35])[CH3:31])=[O:27])=[CH:20][CH:19]=2)[C:8]([O:10]C2CCCC2)=[O:9])[CH2:6][CH2:5][CH2:4][CH2:3][CH2:2]1. Product: [CH:1]1([C@H:7]([NH:16][CH2:17][C:18]2[CH:23]=[CH:22][C:21](/[CH:24]=[CH:25]/[C:26]([NH:28][O:29][CH:30]([O:32][CH2:33][CH:34]([CH3:36])[CH3:35])[CH3:31])=[O:27])=[CH:20][CH:19]=2)[C:8]([OH:10])=[O:9])[CH2:6][CH2:5][CH2:4][CH2:3][CH2:2]1. The catalyst class is: 5. (6) Reactant: [NH2:1][C:2]1[C:10]2[C:9]([C:11]3[CH:16]=[CH:15][C:14]([Cl:17])=[C:13]([Cl:18])[CH:12]=3)=[N:8][C:7](S(C)=O)=[N:6][C:5]=2[S:4][C:3]=1[C:22]([NH2:24])=[O:23].[CH:25]([NH2:28])([CH3:27])[CH3:26]. Product: [NH2:1][C:2]1[C:10]2[C:9]([C:11]3[CH:16]=[CH:15][C:14]([Cl:17])=[C:13]([Cl:18])[CH:12]=3)=[N:8][C:7]([NH:28][CH:25]([CH3:27])[CH3:26])=[N:6][C:5]=2[S:4][C:3]=1[C:22]([NH2:24])=[O:23]. The catalyst class is: 1. (7) Reactant: [CH3:1][N:2]([CH3:11])[C:3]1[CH:10]=[CH:9][C:6]([C:7]#[N:8])=[CH:5][CH:4]=1.[H-].[H-].[H-].[H-].[Li+].[Al+3]. Product: [NH2:8][CH2:7][C:6]1[CH:9]=[CH:10][C:3]([N:2]([CH3:11])[CH3:1])=[CH:4][CH:5]=1. The catalyst class is: 28.